This data is from Reaction yield outcomes from USPTO patents with 853,638 reactions. The task is: Predict the reaction yield, written as a fraction of the theoretical maximum amount of product (1.0 means a 100% yield; for example, 0.34 means a 34% yield). The reactants are [Cl:1][C:2]1[C:28]([C:29]2([C:32]#[N:33])[CH2:31][CH2:30]2)=[CH:27][CH:26]=[CH:25][C:3]=1[C:4]([NH:6][C:7]1[CH:12]=[C:11]([O:13][C:14]2[CH:19]=[CH:18][C:17]([N+:20]([O-])=O)=[CH:16][N:15]=2)[C:10]([F:23])=[CH:9][C:8]=1[F:24])=[O:5].[Cl-].[Ca+2].[Cl-].O.[OH-].[Na+]. The catalyst is C(O)C.[Fe].C(OCC)(=O)C. The product is [NH2:20][C:17]1[CH:18]=[CH:19][C:14]([O:13][C:11]2[C:10]([F:23])=[CH:9][C:8]([F:24])=[C:7]([NH:6][C:4](=[O:5])[C:3]3[CH:25]=[CH:26][CH:27]=[C:28]([C:29]4([C:32]#[N:33])[CH2:30][CH2:31]4)[C:2]=3[Cl:1])[CH:12]=2)=[N:15][CH:16]=1. The yield is 0.880.